Dataset: Reaction yield outcomes from USPTO patents with 853,638 reactions. Task: Predict the reaction yield, written as a fraction of the theoretical maximum amount of product (1.0 means a 100% yield; for example, 0.34 means a 34% yield). (1) No catalyst specified. The yield is 1.00. The reactants are [H-].[Na+].[CH:3]([C:6]1[C:10]([C:11]([O:13][CH3:14])=[O:12])=[C:9]([CH3:15])[NH:8][C:7]=1[C:16]([O:18][CH2:19][CH3:20])=[O:17])([CH3:5])[CH3:4].Br[CH2:22][CH2:23][O:24][CH3:25].[CH3:26]N(C)C=O. The product is [CH:3]([C:6]1[C:10]([C:11]([O:13][CH2:14][CH3:26])=[O:12])=[C:9]([CH3:15])[N:8]([CH2:22][CH2:23][O:24][CH3:25])[C:7]=1[C:16]([O:18][CH2:19][CH3:20])=[O:17])([CH3:5])[CH3:4]. (2) The reactants are [N+]([O-])([O-])=O.[K+].S[CH2:7][CH2:8][C:9]1[CH:19]=[CH:18][C:12]([C:13]([N:15]([CH3:17])[CH3:16])=[O:14])=[CH:11][C:10]=1[CH3:20].[S:21]([Cl:25])(Cl)(=[O:23])=[O:22]. The catalyst is CC#N.ClCCl. The product is [CH3:16][N:15]([CH3:17])[C:13]([C:12]1[CH:18]=[CH:19][C:9]([CH2:8][CH2:7][S:21]([Cl:25])(=[O:23])=[O:22])=[C:10]([CH3:20])[CH:11]=1)=[O:14]. The yield is 0.740. (3) The reactants are [CH3:1][C@H:2]1[CH2:7][CH2:6][N:5]([C:8]([O:10][C:11]([CH3:14])([CH3:13])[CH3:12])=[O:9])[CH2:4][C@H:3]1[C:15](=S)[NH:16][CH2:17][C:18]1[N:19]=[C:20]2[CH:26]=[CH:25][N:24]([S:27]([C:30]3[CH:36]=[CH:35][C:33]([CH3:34])=[CH:32][CH:31]=3)(=[O:29])=[O:28])[C:21]2=[N:22][CH:23]=1. The catalyst is O1CCOCC1.FC(F)(F)C([O-])=O.[Hg+2].FC(F)(F)C([O-])=O. The product is [C:11]([O:10][C:8]([N:5]1[CH2:6][CH2:7][C@H:2]([CH3:1])[C@H:3]([C:15]2[N:19]3[C:20]4[CH:26]=[CH:25][N:24]([S:27]([C:30]5[CH:36]=[CH:35][C:33]([CH3:34])=[CH:32][CH:31]=5)(=[O:28])=[O:29])[C:21]=4[N:22]=[CH:23][C:18]3=[CH:17][N:16]=2)[CH2:4]1)=[O:9])([CH3:14])([CH3:13])[CH3:12]. The yield is 0.900. (4) The reactants are [Cl:1][C:2]1[O:6][C:5]([C:7]([OH:9])=O)=[CH:4][C:3]=1[C:10]1[N:14]([CH3:15])[N:13]=[CH:12][CH:11]=1.[NH2:16][C@@H:17]([CH2:30][C:31]1[CH:36]=[CH:35][CH:34]=[CH:33][C:32]=1[C:37]([F:40])([F:39])[F:38])[CH2:18][N:19]1[C:27](=[O:28])[C:26]2[C:21](=[CH:22][CH:23]=[CH:24][CH:25]=2)[C:20]1=[O:29].C(N(CC)C(C)C)(C)C.F[P-](F)(F)(F)(F)F.Br[P+](N1CCCC1)(N1CCCC1)N1CCCC1. The yield is 0.558. The product is [Cl:1][C:2]1[O:6][C:5]([C:7]([NH:16][C@@H:17]([CH2:30][C:31]2[CH:36]=[CH:35][CH:34]=[CH:33][C:32]=2[C:37]([F:40])([F:38])[F:39])[CH2:18][N:19]2[C:27](=[O:28])[C:26]3[C:21](=[CH:22][CH:23]=[CH:24][CH:25]=3)[C:20]2=[O:29])=[O:9])=[CH:4][C:3]=1[C:10]1[N:14]([CH3:15])[N:13]=[CH:12][CH:11]=1. The catalyst is ClCCl. (5) The reactants are [CH:1]([C:4]1[NH:5][C:6]2[C:11]([CH:12]=1)=[CH:10][C:9]([N+:13]([O-])=O)=[CH:8][CH:7]=2)([CH3:3])[CH3:2]. The catalyst is [Ni].CO. The product is [CH:1]([C:4]1[NH:5][C:6]2[C:11]([CH:12]=1)=[CH:10][C:9]([NH2:13])=[CH:8][CH:7]=2)([CH3:3])[CH3:2]. The yield is 0.410. (6) The reactants are [CH3:1][O:2][CH2:3][O:4][C:5]1[CH:13]=[C:12]([C:14]2([CH3:19])[O:18][CH2:17][CH2:16][O:15]2)[CH:11]=[CH:10][C:6]=1[C:7]([O-:9])=O.[Li+].C(Cl)(=O)C(Cl)=O.N1C=CC=CC=1.[Cl:33][C:34]1[CH:35]=[CH:36][C:37]([NH:40][C:41](=[O:49])[C:42]2[CH:47]=[CH:46][CH:45]=[CH:44][C:43]=2[NH2:48])=[N:38][CH:39]=1. The catalyst is C(Cl)Cl.CN(C=O)C. The product is [Cl:33][C:34]1[CH:35]=[CH:36][C:37]([NH:40][C:41](=[O:49])[C:42]2[CH:47]=[CH:46][CH:45]=[CH:44][C:43]=2[NH:48][C:7](=[O:9])[C:6]2[CH:10]=[CH:11][C:12]([C:14]3([CH3:19])[O:18][CH2:17][CH2:16][O:15]3)=[CH:13][C:5]=2[O:4][CH2:3][O:2][CH3:1])=[N:38][CH:39]=1. The yield is 0.760.